From a dataset of Full USPTO retrosynthesis dataset with 1.9M reactions from patents (1976-2016). Predict the reactants needed to synthesize the given product. (1) Given the product [Cl:1][C:2]1[CH:3]=[C:4]([CH:8]=[C:9]([Cl:14])[C:10]=1[O:11][CH2:12][CH3:13])[NH2:21], predict the reactants needed to synthesize it. The reactants are: [Cl:1][C:2]1[CH:3]=[C:4]([CH:8]=[C:9]([Cl:14])[C:10]=1[O:11][CH2:12][CH3:13])C(O)=O.[H-].[Na+].ICC.C[N:21](C=O)C. (2) Given the product [CH3:15][N:13]1[CH:14]=[C:10]([N:5]2[CH:6]=[CH:7][C:8](=[O:9])[C:3]([CH2:2][C:25]3[CH:24]=[C:23]([NH:22][C:21](=[O:37])[O:20][CH2:16][CH2:17][CH2:18][CH3:19])[CH:28]=[CH:27][CH:26]=3)=[N:4]2)[CH:11]=[N:12]1, predict the reactants needed to synthesize it. The reactants are: Cl[CH2:2][C:3]1[C:8](=[O:9])[CH:7]=[CH:6][N:5]([C:10]2[CH:11]=[N:12][N:13]([CH3:15])[CH:14]=2)[N:4]=1.[CH2:16]([O:20][C:21](=[O:37])[NH:22][C:23]1[CH:28]=[CH:27][CH:26]=[C:25](B2OC(C)(C)C(C)O2)[CH:24]=1)[CH2:17][CH2:18][CH3:19].C([O-])([O-])=O.[Na+].[Na+].O.